From a dataset of Peptide-MHC class II binding affinity with 134,281 pairs from IEDB. Regression. Given a peptide amino acid sequence and an MHC pseudo amino acid sequence, predict their binding affinity value. This is MHC class II binding data. (1) The MHC is DRB5_0101 with pseudo-sequence DRB5_0101. The binding affinity (normalized) is 0.883. The peptide sequence is GIRHLFGNYITNDSY. (2) The peptide sequence is DKFTVFEAAFNDAIK. The MHC is DRB1_1201 with pseudo-sequence DRB1_1201. The binding affinity (normalized) is 0.273.